From a dataset of NCI-60 drug combinations with 297,098 pairs across 59 cell lines. Regression. Given two drug SMILES strings and cell line genomic features, predict the synergy score measuring deviation from expected non-interaction effect. (1) Drug 1: CC(C)NC(=O)C1=CC=C(C=C1)CNNC.Cl. Drug 2: C1C(C(OC1N2C=NC(=NC2=O)N)CO)O. Cell line: COLO 205. Synergy scores: CSS=25.5, Synergy_ZIP=1.08, Synergy_Bliss=4.05, Synergy_Loewe=-3.82, Synergy_HSA=5.15. (2) Drug 1: C1=NC(=NC(=O)N1C2C(C(C(O2)CO)O)O)N. Drug 2: CN(CC1=CN=C2C(=N1)C(=NC(=N2)N)N)C3=CC=C(C=C3)C(=O)NC(CCC(=O)O)C(=O)O. Cell line: M14. Synergy scores: CSS=12.1, Synergy_ZIP=0.0375, Synergy_Bliss=3.83, Synergy_Loewe=-23.1, Synergy_HSA=0.123. (3) Cell line: CCRF-CEM. Drug 2: CC1C(C(CC(O1)OC2CC(CC3=C2C(=C4C(=C3O)C(=O)C5=C(C4=O)C(=CC=C5)OC)O)(C(=O)CO)O)N)O.Cl. Drug 1: CC12CCC(CC1=CCC3C2CCC4(C3CC=C4C5=CN=CC=C5)C)O. Synergy scores: CSS=42.0, Synergy_ZIP=-0.268, Synergy_Bliss=-0.756, Synergy_Loewe=-7.82, Synergy_HSA=0.742. (4) Drug 1: C1CC(=O)NC(=O)C1N2CC3=C(C2=O)C=CC=C3N. Drug 2: C1=CC(=CC=C1CCCC(=O)O)N(CCCl)CCCl. Cell line: SK-OV-3. Synergy scores: CSS=14.9, Synergy_ZIP=2.66, Synergy_Bliss=0.165, Synergy_Loewe=0.600, Synergy_HSA=1.53. (5) Drug 1: CC1=CC2C(CCC3(C2CCC3(C(=O)C)OC(=O)C)C)C4(C1=CC(=O)CC4)C. Drug 2: CCC1(C2=C(COC1=O)C(=O)N3CC4=CC5=C(C=CC(=C5CN(C)C)O)N=C4C3=C2)O.Cl. Cell line: TK-10. Synergy scores: CSS=9.06, Synergy_ZIP=-0.207, Synergy_Bliss=0.673, Synergy_Loewe=-22.7, Synergy_HSA=-3.54. (6) Drug 1: CCC(=C(C1=CC=CC=C1)C2=CC=C(C=C2)OCCN(C)C)C3=CC=CC=C3.C(C(=O)O)C(CC(=O)O)(C(=O)O)O. Cell line: HCT-15. Synergy scores: CSS=37.3, Synergy_ZIP=6.45, Synergy_Bliss=9.55, Synergy_Loewe=-0.650, Synergy_HSA=4.22. Drug 2: N.N.Cl[Pt+2]Cl.